From a dataset of Forward reaction prediction with 1.9M reactions from USPTO patents (1976-2016). Predict the product of the given reaction. (1) Given the reactants [C:1]([C:3]1[C:11]2[C:6](=[N:7][C:8]([CH3:13])=[CH:9][C:10]=2[CH3:12])[N:5]([CH:14]2[C:22]3[C:17](=[CH:18][CH:19]=[CH:20][CH:21]=3)[CH2:16][CH2:15]2)[C:4]=1/[CH:23]=[CH:24]/[C:25](O)=[O:26])#[N:2].C(Cl)(=O)C(Cl)=O.[NH2:34][C:35]1[CH:36]=[N:37][CH:38]=[CH:39][CH:40]=1.[N-]=C=O.CC[NH+](CC)CC.CC[NH+](CC)CC.C([O-])([O-])=O, predict the reaction product. The product is: [C:1]([C:3]1[C:11]2[C:6](=[N:7][C:8]([CH3:13])=[CH:9][C:10]=2[CH3:12])[N:5]([CH:14]2[C:22]3[C:17](=[CH:18][CH:19]=[CH:20][CH:21]=3)[CH2:16][CH2:15]2)[C:4]=1/[CH:23]=[CH:24]/[C:25]([NH:34][C:35]1[CH:36]=[N:37][CH:38]=[CH:39][CH:40]=1)=[O:26])#[N:2]. (2) The product is: [F:19][CH:17]1[CH2:18][C:14]([F:13])([F:24])[C:15]([F:22])([F:23])[C:16]1([F:20])[F:21].[C:25]([O-:38])(=[O:37])[CH:26]=[CH2:27]. Given the reactants C(N=C=O)CCCCCN=C=O.[F:13][C:14]1([F:24])[CH2:18][CH:17]([F:19])[C:16]([F:21])([F:20])[C:15]1([F:23])[F:22].[C:25]([O-:38])(=[O:37])[CH2:26][CH2:27]CCCCCCCCC.[C:25]([O-:38])(=[O:37])[CH2:26][CH2:27]CCCCCCCCC.C([Sn+2]CCCC)CCC, predict the reaction product. (3) Given the reactants [N:1]([CH2:4][CH:5]1[NH:10][C:9]2[C:11](Br)=[CH:12][C:13]([F:15])=[CH:14][C:8]=2[O:7][CH2:6]1)=[N+:2]=[N-:3].[CH3:17][O:18][C:19]1[CH:24]=[CH:23][C:22](B(O)O)=[CH:21][CH:20]=1, predict the reaction product. The product is: [N:1]([CH2:4][CH:5]1[NH:10][C:9]2[C:11]([C:22]3[CH:23]=[CH:24][C:19]([O:18][CH3:17])=[CH:20][CH:21]=3)=[CH:12][C:13]([F:15])=[CH:14][C:8]=2[O:7][CH2:6]1)=[N+:2]=[N-:3]. (4) Given the reactants [CH3:1][O:2][C:3]1[CH:4]=[C:5]2[C:10](=[CH:11][C:12]=1[O:13][CH3:14])[N:9]=[CH:8][N:7]=[C:6]2[O:15][C:16]1[CH:22]=[CH:21][C:19]([NH2:20])=[CH:18][CH:17]=1.[C:23]1([CH3:29])C=CC=C[CH:24]=1.ClC(Cl)([O:33][C:34](=O)[O:35]C(Cl)(Cl)Cl)Cl.C(=O)(O)[O-].[Na+], predict the reaction product. The product is: [CH3:1][O:2][C:3]1[CH:4]=[C:5]2[C:10](=[CH:11][C:12]=1[O:13][CH3:14])[N:9]=[CH:8][N:7]=[C:6]2[O:15][C:16]1[CH:22]=[CH:21][C:19]([NH:20][C:34](=[O:33])[O:35][CH2:24][CH2:23][CH3:29])=[CH:18][CH:17]=1.